This data is from Forward reaction prediction with 1.9M reactions from USPTO patents (1976-2016). The task is: Predict the product of the given reaction. (1) The product is: [CH2-:12][C:13]([CH3:20])=[O:14].[S:7]([O:14][CH2:15][C@H:16]([OH:17])[CH2:18][OH:19])([C:4]1[CH:5]=[CH:6][C:1]([CH3:11])=[CH:2][CH:3]=1)(=[O:9])=[O:8]. Given the reactants [C:1]1([CH3:11])[CH:6]=[CH:5][C:4]([S:7](Cl)(=[O:9])=[O:8])=[CH:3][CH:2]=1.[CH3:12][C:13]1([CH3:20])[O:17][C@@H:16]([CH2:18][OH:19])[CH2:15][O:14]1, predict the reaction product. (2) Given the reactants [CH3:1][S:2][C:3]1[CH:8]=[CH:7][C:6]([C:9]([F:12])([F:11])[F:10])=[CH:5][C:4]=1[C:13](=O)[CH3:14].BrC[C:18]([OH:20])=[O:19].O, predict the reaction product. The product is: [CH3:14][C:13]1[C:4]2[CH:5]=[C:6]([C:9]([F:12])([F:11])[F:10])[CH:7]=[CH:8][C:3]=2[S:2][C:1]=1[C:18]([OH:20])=[O:19]. (3) Given the reactants [Cl:1][C:2]1[CH:3]=[C:4]([C:11]2[N:15]([CH3:16])[C:14]([CH3:17])=[N:13][CH:12]=2)[CH:5]=[C:6]([N+:8]([O-])=O)[CH:7]=1.[Cl-].[NH4+], predict the reaction product. The product is: [Cl:1][C:2]1[CH:7]=[C:6]([CH:5]=[C:4]([C:11]2[N:15]([CH3:16])[C:14]([CH3:17])=[N:13][CH:12]=2)[CH:3]=1)[NH2:8]. (4) Given the reactants CN(C(ON1N=NC2C=CC=NC1=2)=[N+](C)C)C.F[P-](F)(F)(F)(F)F.[C:25]([O:29][C:30]([NH:32][C@@H:33]([C@H:45]([CH3:53])[CH2:46][CH:47]([CH3:52])[CH2:48][CH2:49][CH:50]=[CH2:51])[C:34]([N:36]1[CH2:40][C@H:39]([OH:41])[CH2:38][C@H:37]1[C:42](O)=[O:43])=[O:35])=[O:31])([CH3:28])([CH3:27])[CH3:26].C1(C)C=CC(S(O)(=O)=O)=CC=1.[NH2:65][C@:66]1([C:71]([NH:73][S:74]([CH:77]2[CH2:79][CH2:78]2)(=[O:76])=[O:75])=[O:72])[CH2:68][C@H:67]1[CH:69]=[CH2:70].CCN(C(C)C)C(C)C, predict the reaction product. The product is: [CH:77]1([S:74]([NH:73][C:71]([C@@:66]2([NH:65][C:42]([C@@H:37]3[CH2:38][C@@H:39]([OH:41])[CH2:40][N:36]3[C:34](=[O:35])[C@@H:33]([NH:32][C:30](=[O:31])[O:29][C:25]([CH3:26])([CH3:28])[CH3:27])[C@H:45]([CH3:53])[CH2:46][CH:47]([CH3:52])[CH2:48][CH2:49][CH:50]=[CH2:51])=[O:43])[CH2:68][C@H:67]2[CH:69]=[CH2:70])=[O:72])(=[O:76])=[O:75])[CH2:79][CH2:78]1. (5) Given the reactants Cl[C:2]1[S:3][C:4]2[CH:10]=[C:9]([O:11][CH2:12][CH3:13])[CH:8]=[CH:7][C:5]=2[N:6]=1.[NH:14]1[CH2:19][CH2:18][NH:17][CH2:16][CH2:15]1.C(N(CC)CC)C, predict the reaction product. The product is: [CH2:12]([O:11][C:9]1[CH:8]=[CH:7][C:5]2[N:6]=[C:2]([N:14]3[CH2:19][CH2:18][NH:17][CH2:16][CH2:15]3)[S:3][C:4]=2[CH:10]=1)[CH3:13]. (6) Given the reactants [CH2:1]([O:8][C:9](=[O:17])[C@H:10]([CH2:12][CH2:13][C:14]([OH:16])=[O:15])[NH2:11])[C:2]1[CH:7]=[CH:6][CH:5]=[CH:4][CH:3]=1.C([O:20][C:21](=O)[C:22]([F:25])([F:24])[F:23])C, predict the reaction product. The product is: [CH2:1]([O:8][C:9](=[O:17])[C@H:10]([CH2:12][CH2:13][C:14]([OH:16])=[O:15])[NH:11][C:21](=[O:20])[C:22]([F:25])([F:24])[F:23])[C:2]1[CH:3]=[CH:4][CH:5]=[CH:6][CH:7]=1.